From a dataset of Forward reaction prediction with 1.9M reactions from USPTO patents (1976-2016). Predict the product of the given reaction. (1) Given the reactants Cl.C(OCC)C.[NH2:7][C:8]1[C:9]([C:22]([NH:24][C:25]2[CH:26]=[N:27][CH:28]=[CH:29][C:30]=2[CH2:31][CH2:32][N:33]2[CH2:37][CH2:36][CH2:35][CH2:34]2)=[O:23])=[N:10][C:11]([C:14]2[CH:19]=[CH:18][C:17]([Cl:20])=[CH:16][C:15]=2[Cl:21])=[CH:12][N:13]=1, predict the reaction product. The product is: [ClH:20].[NH2:7][C:8]1[C:9]([C:22]([NH:24][C:25]2[CH:26]=[N:27][CH:28]=[CH:29][C:30]=2[CH2:31][CH2:32][N:33]2[CH2:37][CH2:36][CH2:35][CH2:34]2)=[O:23])=[N:10][C:11]([C:14]2[CH:19]=[CH:18][C:17]([Cl:20])=[CH:16][C:15]=2[Cl:21])=[CH:12][N:13]=1. (2) Given the reactants [CH2:1]([C:3]1[CH:8]=[C:7]([CH3:9])[CH:6]=[C:5]([CH2:10][CH3:11])[C:4]=1[C:12]1[C:13](=[O:28])[N:14]([CH3:27])[N:15]=[C:16]([OH:26])[C:17]=1[O:18][CH2:19][C:20]1[CH:25]=[CH:24][CH:23]=[CH:22][CH:21]=1)[CH3:2].I[CH2:30]CC.C(=O)([O-])[O-].[Cs+].[Cs+], predict the reaction product. The product is: [CH2:1]([C:3]1[CH:8]=[C:7]([CH3:9])[CH:6]=[C:5]([CH2:10][CH3:11])[C:4]=1[C:12]1[C:13](=[O:28])[N:14]([CH3:27])[N:15]=[C:16]([O:26][CH3:30])[C:17]=1[O:18][CH2:19][C:20]1[CH:25]=[CH:24][CH:23]=[CH:22][CH:21]=1)[CH3:2]. (3) Given the reactants [CH2:1]([NH:3][C:4]1[CH:9]=[CH:8][CH:7]=[CH:6][C:5]=1[C@H:10]1[CH2:19][CH2:18][C:17]2[CH:16]=[C:15]([O:20]C(=O)C(C)(C)C)[CH:14]=[CH:13][C:12]=2[CH2:11]1)[CH3:2].C(OC(=O)[NH:33][C:34]([CH3:46])([CH3:45])[CH2:35][O:36][C:37]1[CH:42]=[CH:41][C:40]([CH:43]=O)=[CH:39][CH:38]=1)(C)(C)C, predict the reaction product. The product is: [NH2:33][C:34]([CH3:45])([CH3:46])[CH2:35][O:36][C:37]1[CH:38]=[CH:39][C:40]([CH2:43][CH2:2][CH2:1][NH:3][C:4]2[CH:9]=[CH:8][CH:7]=[CH:6][C:5]=2[C@H:10]2[CH2:19][CH2:18][C:17]3[CH:16]=[C:15]([OH:20])[CH:14]=[CH:13][C:12]=3[CH2:11]2)=[CH:41][CH:42]=1. (4) The product is: [OH:8][C:9]1[CH:10]=[C:11]2[C:16](=[CH:17][C:18]=1[O:19][CH3:20])[N:15]=[N:14][CH:13]=[C:12]2[N:21]1[CH2:26][CH2:25][O:24][CH:23]([C:27]2[CH:32]=[CH:31][C:30]([O:33][CH3:34])=[CH:29][CH:28]=2)[CH2:22]1. Given the reactants C([O:8][C:9]1[CH:10]=[C:11]2[C:16](=[CH:17][C:18]=1[O:19][CH3:20])[N:15]=[N:14][CH:13]=[C:12]2[N:21]1[CH2:26][CH2:25][O:24][CH:23]([C:27]2[CH:32]=[CH:31][C:30]([O:33][CH3:34])=[CH:29][CH:28]=2)[CH2:22]1)C1C=CC=CC=1.FC(F)(F)C(O)=O.C1(OC)C=CC=CC=1, predict the reaction product.